This data is from Catalyst prediction with 721,799 reactions and 888 catalyst types from USPTO. The task is: Predict which catalyst facilitates the given reaction. Reactant: [C:1]1([S:7]([CH2:10][C:11]2[C:16]([C:17]([O:19][CH3:20])=[O:18])=[C:15](OS(C(F)(F)F)(=O)=O)[C:14]([C:29]3[CH:33]=[CH:32][O:31][CH:30]=3)=[CH:13][CH:12]=2)(=[O:9])=[O:8])[CH:6]=[CH:5][CH:4]=[CH:3][CH:2]=1.[C:34]([O:38][C:39]([NH:41][CH2:42][CH2:43][NH2:44])=[O:40])([CH3:37])([CH3:36])[CH3:35].C(=O)([O-])[O-].[Cs+].[Cs+].C1C=CC(P(C2C=CC3C(=CC=CC=3)C=2C2C3C(=CC=CC=3)C=CC=2P(C2C=CC=CC=2)C2C=CC=CC=2)C2C=CC=CC=2)=CC=1. Product: [C:1]1([S:7]([CH2:10][C:11]2[C:16]([C:17]([O:19][CH3:20])=[O:18])=[C:15]([NH:44][CH2:43][CH2:42][NH:41][C:39]([O:38][C:34]([CH3:37])([CH3:36])[CH3:35])=[O:40])[C:14]([C:29]3[CH:33]=[CH:32][O:31][CH:30]=3)=[CH:13][CH:12]=2)(=[O:9])=[O:8])[CH:2]=[CH:3][CH:4]=[CH:5][CH:6]=1. The catalyst class is: 164.